From a dataset of Forward reaction prediction with 1.9M reactions from USPTO patents (1976-2016). Predict the product of the given reaction. (1) Given the reactants [O:1]=[C:2]1[NH:11][CH2:10][C@@H:9]2[C@H:4]([CH2:5][CH2:6][CH2:7][CH2:8]2)[N:3]1[CH:12]1[CH2:17][CH2:16][N:15]([CH:18]2[CH2:23][CH2:22][N:21](C(OC(C)(C)C)=O)[CH2:20][CH2:19]2)[CH2:14][CH2:13]1, predict the reaction product. The product is: [NH:21]1[CH2:22][CH2:23][CH:18]([N:15]2[CH2:14][CH2:13][CH:12]([N:3]3[C@@H:4]4[C@H:9]([CH2:8][CH2:7][CH2:6][CH2:5]4)[CH2:10][NH:11][C:2]3=[O:1])[CH2:17][CH2:16]2)[CH2:19][CH2:20]1. (2) Given the reactants Br[C:2]1[CH:7]=[CH:6][N:5]=[C:4]([C:8]([F:11])([F:10])[F:9])[CH:3]=1.P([O-])([O-])([O-])=O.[K+].[K+].[K+].N1C=CC=CC=1C(O)=O.[NH2:29][C:30]1[C:35]([C:36]2[CH:41]=[CH:40][C:39]([OH:42])=[CH:38][CH:37]=2)=[CH:34][C:33]([Cl:43])=[CH:32][N:31]=1, predict the reaction product. The product is: [Cl:43][C:33]1[CH:34]=[C:35]([C:36]2[CH:41]=[CH:40][C:39]([O:42][C:2]3[CH:7]=[CH:6][N:5]=[C:4]([C:8]([F:11])([F:10])[F:9])[CH:3]=3)=[CH:38][CH:37]=2)[CH:30]([NH2:29])[NH:31][CH:32]=1.